Dataset: Experimentally validated miRNA-target interactions with 360,000+ pairs, plus equal number of negative samples. Task: Binary Classification. Given a miRNA mature sequence and a target amino acid sequence, predict their likelihood of interaction. (1) The miRNA is hsa-miR-2116-3p with sequence CCUCCCAUGCCAAGAACUCCC. The protein sequence of the target gene is MALRRLGAALLLLPLLAAVEETLMDSTTATAELGWMVHPPSGWEEVSGYDENMNTIRTYQVCNVFESSQNNWLRTKFIRRRGAHRIHVEMKFSVRDCSSIPSVPGSCKETFNLYYYEADFDSATKTFPNWMENPWVKVDTIAADESFSQVDLGGRVMKINTEVRSFGPVSRSGFYLAFQDYGGCMSLIAVRVFYRKCPRIIQNGAIFQETLSGAESTSLVAARGSCIANAEEVDVPIKLYCNGDGEWLVPIGRCMCKAGFEAVENGTVCRGCPSGTFKANQGDEACTHCPINSRTTSEGA.... Result: 1 (interaction). (2) The miRNA is hsa-miR-3164 with sequence UGUGACUUUAAGGGAAAUGGCG. The protein sequence of the target gene is MAVDLLAARGTEPVTFRDVAVSFSQDEWLHLDPAQRSLYREVMLENYSNLASLGFQASIPPVIGKLQKGQDPCMEREAPEDTCLDFEIWPEIEALPPKQDVLTKETSHGLIKNGSTKCVYWKISFGELVKTECRDIAQEQEKKVHGPGAESPKETTSEDGTPTGFEPEKPLFISKALVSQEGDPTESVPATYHTSEKDLPQDFDLMRSFQMYPGQKPHVCSECGKGFTQSLHLLEHKRLHTGEKPYKCSECGKSFSHRSSLLAHQRTHTGEKPYKCSECEKAFGSSSTLIKHLRVHTGEK.... Result: 0 (no interaction). (3) The miRNA is hsa-miR-888-5p with sequence UACUCAAAAAGCUGUCAGUCA. The protein sequence of the target gene is MLDLNLKIFSSYNEDQDRKVPLMISTTGEEESNSSSSSTTDSAARDAFIAFGILKRDDDLVPPPPPPPHKETGDLFPVVADARRNIEFSVEDSHWLNLSSLQRNTQKMVKKSRRGPRSRSSQYRGVTFYRRTGRWESHIWDCGKQVYLGGFDTAYAAARAYDRAAIKFRGLDADINFVVDDYRHDIDKMKNLNKVEFVQTLRRESASFGRGSSKYKGLALQKCTQFKTHDQIHLFQNRGWDAAAIKYNELGKGEGAMKFGAHIKGNGHNDLELSLGISSSSESIKLTTGDYYKGINRSTM.... Result: 0 (no interaction). (4) The miRNA is hsa-miR-6130 with sequence UGAGGGAGUGGAUUGUAUG. Result: 0 (no interaction). The protein sequence of the target gene is MGRTSKDKRDVYYRLAKENGWRARSAFKLLQLDKEFQLFQGVTRAVDLCAAPGSWSQVLSQKIGGQGSGHVVAVDLQAMAPLPGVVQIQGDITQLSTAKEIIQHFKGCPADLVVCDGAPDVTGLHDVDEYMQAQLLLAALNIATHVLKPGGCFVAKIFRGRDVTLLYSQLQVFFSSVLCAKPRSSRNSSIEAFAVCQGYDPPEGFIPDLSKPLLDHSYDPDFNQLDGPTRIIVPFVTCGDLSSYDSDRSYPLDLEGGSEYKYTPPTQPPISPPYQEACTLKRKGQLAKEIRPQDCPISRV.... (5) Result: 0 (no interaction). The miRNA is hsa-miR-5100 with sequence UUCAGAUCCCAGCGGUGCCUCU. The protein sequence of the target gene is MPEEGRPCPWVRWSGTAFQRQWPWLLLVVFITVFCCWFHCSGLLSKQQQRLLEHPEPHTAELQLNLTVPRKDPTLRWGAGPALGRSFTHGPELEEGHLRIHQDGLYRLHIQVTLANCSSPGSTLQHRATLAVGICSPAAHGISLLRGRFGQDCTVALQRLTYLVHGDVLCTNLTLPLLPSRNADETFFGVQWICP. (6) The miRNA is hsa-miR-302e with sequence UAAGUGCUUCCAUGCUU. The protein sequence of the target gene is MLMFDPVPVKQEAMDPVSVSYPSNYMESMKPNKYGVIYSTPLPEKFFQTPEGLSHGIQMEPVDLTVNKRSSPPSAGNSPSSLKFPSSHRRASPGLSMPSSSPPIKKYSPPSPGVQPFGVPLSMPPVMAAALSRHGIRSPGILPVIQPVVVQPVPFMYTSHLQQPLMVSLSEEMENSSSSMQVPVIESYEKPISQKKIKIEPGIEPQRTDYYPEEMSPPLMNSVSPPQALLQENHPSVIVQPGKRPLPVESPDTQRKRRIHRCDYDGCNKVYTKSSHLKAHRRTHTGEKPYKCTWEGCTWK.... Result: 1 (interaction). (7) The miRNA is mmu-miR-3070-3p with sequence UGGUGCUACCGUCAGGGGUAGA. The protein sequence of the target gene is MGPPSSSGFYVSRAVALLLAGLVAALLLALAVLAALYGHCERVPPSELPGLRDLEAESSPPLRQKPTPTPKPSSARELAVTTTPSNWRPPGPWDQLRLPPWLVPLHYDLELWPQLRPDELPAGSLPFTGRVNITVRCTVATSRLLLHSLFQDCERAEVRGPLSPGTGNATVGRVPVDDVWFALDTEYMVLELSEPLKPGSSYELQLSFSGLVKEDLREGLFLNVYTDQGERRALLASQLEPTFARYVFPCFDEPALKATFNITMIHHPSYVALSNMPKLGQSEKEDVNGSKWTVTTFSTT.... Result: 0 (no interaction).